The task is: Predict which catalyst facilitates the given reaction.. This data is from Catalyst prediction with 721,799 reactions and 888 catalyst types from USPTO. (1) Reactant: C([O:3][C:4]([C:6]1[C:7]([CH2:12][CH2:13][CH3:14])=[N:8][O:9][C:10]=1[CH3:11])=O)C.[H-].[Al+3].[Li+].[H-].[H-].[H-]. Product: [CH3:11][C:10]1[O:9][N:8]=[C:7]([CH2:12][CH2:13][CH3:14])[C:6]=1[CH2:4][OH:3]. The catalyst class is: 1. (2) Reactant: [CH3:1][S-:2].[Na+].[Br:4][C:5]1[C:14]2[C:9](=[CH:10][C:11]([CH2:15]Br)=[CH:12][CH:13]=2)[C:8](=[O:17])[N:7]([CH:18]([CH3:20])[CH3:19])[N:6]=1. Product: [Br:4][C:5]1[C:14]2[C:9](=[CH:10][C:11]([CH2:15][S:2][CH3:1])=[CH:12][CH:13]=2)[C:8](=[O:17])[N:7]([CH:18]([CH3:20])[CH3:19])[N:6]=1. The catalyst class is: 1. (3) Reactant: [C:1]([CH2:9][C:10]#[N:11])(=[O:8])[C:2]1[CH:7]=[CH:6][CH:5]=[CH:4][CH:3]=1.[H-].[Na+].Br.Br[CH2:16][C:17]([C:19]1[CH:20]=[N:21][CH:22]=[CH:23][CH:24]=1)=[O:18]. Product: [C:1]([CH:9]([CH2:16][C:17](=[O:18])[C:19]1[CH:20]=[N:21][CH:22]=[CH:23][CH:24]=1)[C:10]#[N:11])(=[O:8])[C:2]1[CH:7]=[CH:6][CH:5]=[CH:4][CH:3]=1. The catalyst class is: 220. (4) Reactant: [CH2:1]([O:5][C:6]([C:8]1[N:9]=[C:10](Br)[C:11]2[C:16]([C:17]=1[OH:18])=[CH:15][CH:14]=[C:13]([O:19][C:20]1[CH:25]=[CH:24][CH:23]=[CH:22][CH:21]=1)[CH:12]=2)=[O:7])[CH2:2][CH2:3][CH3:4].B1(C=C)OB([CH:33]=[CH2:34])OB(C=C)O1.C1C=CN=CC=1.C([O-])([O-])=O.[K+].[K+]. Product: [CH2:1]([O:5][C:6]([C:8]1[N:9]=[C:10]([CH:33]=[CH2:34])[C:11]2[C:16]([C:17]=1[OH:18])=[CH:15][CH:14]=[C:13]([O:19][C:20]1[CH:25]=[CH:24][CH:23]=[CH:22][CH:21]=1)[CH:12]=2)=[O:7])[CH2:2][CH2:3][CH3:4]. The catalyst class is: 203. (5) Reactant: [N:1]1[CH:6]=[CH:5][C:4]([C:7]2[N:8]3[CH2:14][CH2:13][CH2:12][C:9]3=[N:10][N:11]=2)=[CH:3][CH:2]=1.O=C1[CH:21]([C:22]([O:24][CH2:25][CH3:26])=[O:23])CCCN1.C(NN)(=O)C1C=CN=CC=1. Product: [N:1]1[CH:2]=[CH:3][C:4]([C:7]2[N:8]3[CH2:14][CH2:13][CH2:12][CH:21]([C:22]([O:24][CH2:25][CH3:26])=[O:23])[C:9]3=[N:10][N:11]=2)=[CH:5][CH:6]=1. The catalyst class is: 497. (6) Reactant: Cl[C:2]1[CH:3]=[CH:4][C:5]2[N:10]=[CH:9][C:8](=[O:11])[N:7]([CH2:12][CH:13]3[O:17][CH2:16][CH2:15][O:14]3)[C:6]=2[N:18]=1.[NH:19]1[CH:23]=[N:22][CH:21]=[N:20]1.[H-].[Na+].Cl. Product: [O:14]1[CH2:15][CH2:16][O:17][CH:13]1[CH2:12][N:7]1[C:8](=[O:11])[CH:9]=[N:10][C:5]2[CH:4]=[CH:3][C:2]([N:19]3[CH:23]=[N:22][CH:21]=[N:20]3)=[N:18][C:6]1=2. The catalyst class is: 255. (7) Reactant: [O:1]1[CH2:6][CH2:5][CH:4]([NH2:7])[CH2:3][CH2:2]1.[Si:8]([O:15][CH2:16][C@@H:17]([N:26]1[CH:31]=[CH:30][C:29]([C:32]2[CH:37]=[CH:36][N:35]=[C:34](S(C)(=O)=O)[N:33]=2)=[CH:28][C:27]1=[O:42])[C:18]1[CH:23]=[CH:22][C:21]([F:24])=[C:20]([Cl:25])[CH:19]=1)([C:11]([CH3:14])([CH3:13])[CH3:12])([CH3:10])[CH3:9]. Product: [Si:8]([O:15][CH2:16][C@@H:17]([N:26]1[CH:31]=[CH:30][C:29]([C:32]2[CH:37]=[CH:36][N:35]=[C:34]([NH:7][CH:4]3[CH2:5][CH2:6][O:1][CH2:2][CH2:3]3)[N:33]=2)=[CH:28][C:27]1=[O:42])[C:18]1[CH:23]=[CH:22][C:21]([F:24])=[C:20]([Cl:25])[CH:19]=1)([C:11]([CH3:14])([CH3:12])[CH3:13])([CH3:10])[CH3:9]. The catalyst class is: 287. (8) Reactant: [C:1]([NH2:5])([CH3:4])([CH3:3])[CH3:2].[CH3:6][O:7][C:8](=[O:22])[C:9]1[C:14]([N+:15]([O-:17])=[O:16])=[CH:13][CH:12]=[CH:11][C:10]=1[S:18](Cl)(=[O:20])=[O:19].Cl. Product: [C:1]([NH:5][S:18]([C:10]1[CH:11]=[CH:12][CH:13]=[C:14]([N+:15]([O-:17])=[O:16])[C:9]=1[C:8]([O:7][CH3:6])=[O:22])(=[O:19])=[O:20])([CH3:4])([CH3:3])[CH3:2]. The catalyst class is: 4. (9) The catalyst class is: 6. Product: [OH:28][C:22]1[CH:23]=[C:24]([OH:27])[CH:25]=[CH:26][C:21]=1[CH2:19][CH2:18][NH:6][C@H:7]([C:15]([OH:17])=[O:16])[CH2:8][CH2:9][CH2:10][NH:11][C:12](=[NH:13])[NH2:14]. Reactant: C(=O)(O)[O-].[Na+].[NH2:6][C@H:7]([C:15]([OH:17])=[O:16])[CH2:8][CH2:9][CH2:10][NH:11][C:12](=[NH:14])[NH2:13].[CH3:18][C:19]([C:21]1[CH:26]=[CH:25][C:24]([OH:27])=[CH:23][C:22]=1[OH:28])=O.